Dataset: Full USPTO retrosynthesis dataset with 1.9M reactions from patents (1976-2016). Task: Predict the reactants needed to synthesize the given product. (1) Given the product [Cl:7][C:8]1[CH:13]=[C:12]([O:14][CH:21]([F:23])[F:22])[CH:11]=[C:10]([Cl:15])[N:9]=1, predict the reactants needed to synthesize it. The reactants are: C(=O)([O-])[O-].[K+].[K+].[Cl:7][C:8]1[CH:13]=[C:12]([OH:14])[CH:11]=[C:10]([Cl:15])[N:9]=1.C(OC[C:21](Br)([F:23])[F:22])(=O)C.CN(C)C=O. (2) Given the product [Br:1][C:2]1[CH:3]=[C:4]([CH:7]=[CH:8][C:9]=1[CH3:10])[CH:5]=[N:12][OH:13], predict the reactants needed to synthesize it. The reactants are: [Br:1][C:2]1[CH:3]=[C:4]([CH:7]=[CH:8][C:9]=1[CH3:10])[CH:5]=O.Cl.[NH2:12][OH:13].C(=O)([O-])[O-].[Na+].[Na+]. (3) Given the product [Cl:1][C:2]([F:18])([F:17])[C:3]([C:6]1[NH:11][C:10](=[O:12])[C:9]([C:13]([NH:22][CH2:20][CH3:21])=[O:15])=[CH:8][CH:7]=1)([F:4])[F:5], predict the reactants needed to synthesize it. The reactants are: [Cl:1][C:2]([F:18])([F:17])[C:3]([C:6]1[NH:11][C:10](=[O:12])[C:9]([C:13]([O:15]C)=O)=[CH:8][CH:7]=1)([F:5])[F:4].Cl.[CH2:20]([NH2:22])[CH3:21]. (4) The reactants are: [C:1]([C:5]1[N:6]=[C:7]([N:16]2[CH2:20][CH2:19][C:18]([F:22])([F:21])[CH2:17]2)[C:8]2[C:9](=[N:11][N:12]([CH2:14][CH3:15])[N:13]=2)[N:10]=1)([CH3:4])([CH3:3])[CH3:2].C(C1N=C(N2CCC(F)(F)C2)C2N=NNC=2N=1)(C)(C)C.[Cl:43][C:44]1[CH:49]=[CH:48][CH:47]=[C:46]([F:50])C=1CCl. Given the product [C:1]([C:5]1[N:6]=[C:7]([N:16]2[CH2:20][CH2:19][C:18]([F:21])([F:22])[CH2:17]2)[C:8]2[C:9](=[N:11][N:12]([CH2:14][C:15]3[C:46]([F:50])=[CH:47][CH:48]=[CH:49][C:44]=3[Cl:43])[N:13]=2)[N:10]=1)([CH3:2])([CH3:3])[CH3:4], predict the reactants needed to synthesize it. (5) Given the product [NH:1]([C:10]([O:12][C:13]([CH3:16])([CH3:15])[CH3:14])=[O:11])[C@H:2]([C:7]([N:22]([CH3:26])[O:31][CH3:32])=[O:9])[CH2:3][CH:4]([CH3:5])[CH3:6], predict the reactants needed to synthesize it. The reactants are: [NH:1]([C:10]([O:12][C:13]([CH3:16])([CH3:15])[CH3:14])=[O:11])[C@H:2]([C:7]([OH:9])=O)[CH2:3][CH:4]([CH3:6])[CH3:5].F[B-](F)(F)F.[N:22]1([O:31][C:32](N(C)C)=[N+](C)C)[C:26]2C=CC=CC=2N=N1.C1C=CC2N(O)N=NC=2C=1.CCN(C(C)C)C(C)C.Cl.CONC.